From a dataset of Forward reaction prediction with 1.9M reactions from USPTO patents (1976-2016). Predict the product of the given reaction. (1) Given the reactants [NH2:1][CH:2]([C:13]1[CH:18]=[CH:17][CH:16]=[CH:15][CH:14]=1)[C:3]([NH:5][C:6]1[CH:11]=[CH:10][C:9]([Br:12])=[CH:8][CH:7]=1)=[O:4].[CH3:19][O:20][C:21]1[CH:26]=[CH:25][C:24]([N+:27]([O-:29])=[O:28])=[CH:23][C:22]=1[N:30]=[C:31]=[O:32], predict the reaction product. The product is: [CH3:19][O:20][C:21]1[CH:26]=[CH:25][C:24]([N+:27]([O-:29])=[O:28])=[CH:23][C:22]=1[NH:30][C:31](=[O:32])[NH:1][CH:2]([C:13]1[CH:18]=[CH:17][CH:16]=[CH:15][CH:14]=1)[C:3]([NH:5][C:6]1[CH:11]=[CH:10][C:9]([Br:12])=[CH:8][CH:7]=1)=[O:4]. (2) Given the reactants [NH2:1][C@@H:2]([CH2:31][C:32]1[CH:37]=[CH:36][CH:35]=[CH:34][CH:33]=1)[C@@H:3]([OH:30])[CH2:4][C:5]([NH:7][C@@H:8]([C@@H:26]([CH3:29])[CH2:27][CH3:28])[C:9]([NH:11][C@@H:12]([CH:23]([CH3:25])[CH3:24])[C:13]([O:15][CH2:16][C:17]1[CH:22]=[CH:21][CH:20]=[CH:19][CH:18]=1)=[O:14])=[O:10])=[O:6].[CH3:38][CH:39]([CH3:59])[C@H:40]([NH:44][C:45](=[O:58])[C@@H:46]([NH:51][C:52](=[O:57])[CH2:53][CH:54]([CH3:56])[CH3:55])[CH2:47][CH:48]([CH3:50])[CH3:49])[C:41](O)=[O:42].C(N(C(C)C)C(C)C)C.CN(C(ON1N=NC2C=CC=NC1=2)=[N+](C)C)C.F[P-](F)(F)(F)(F)F.C(=O)([O-])O.[Na+], predict the reaction product. The product is: [OH:30][C@H:3]([C@@H:2]([NH:1][C:41](=[O:42])[C@@H:40]([NH:44][C:45](=[O:58])[C@@H:46]([NH:51][C:52](=[O:57])[CH2:53][CH:54]([CH3:56])[CH3:55])[CH2:47][CH:48]([CH3:49])[CH3:50])[CH:39]([CH3:59])[CH3:38])[CH2:31][C:32]1[CH:37]=[CH:36][CH:35]=[CH:34][CH:33]=1)[CH2:4][C:5]([NH:7][C@@H:8]([C@@H:26]([CH3:29])[CH2:27][CH3:28])[C:9]([NH:11][C@@H:12]([CH:23]([CH3:24])[CH3:25])[C:13]([O:15][CH2:16][C:17]1[CH:18]=[CH:19][CH:20]=[CH:21][CH:22]=1)=[O:14])=[O:10])=[O:6]. (3) The product is: [F:9][C:4]1[CH:3]=[CH:2][C:7]([CH:18]=[O:19])=[C:6]([CH3:8])[CH:5]=1. Given the reactants Br[C:2]1[CH:3]=[C:4]([F:9])[CH:5]=[C:6]([CH3:8])[CH:7]=1.C([Li])CCC.CN([CH:18]=[O:19])C, predict the reaction product. (4) Given the reactants Cl.[NH2:2][C@@H:3]([CH2:6][NH:7][CH2:8][C:9]12[CH2:18][CH:13]3[CH2:14][CH:15]([CH2:17][CH:11]([CH2:12]3)[CH2:10]1)[CH2:16]2)[CH2:4][OH:5].CCN(C(C)C)C(C)C.[CH3:28][C:29]([Si:32](Cl)([C:39]1[CH:44]=[CH:43][CH:42]=[CH:41][CH:40]=1)[C:33]1[CH:38]=[CH:37][CH:36]=[CH:35][CH:34]=1)([CH3:31])[CH3:30], predict the reaction product. The product is: [Si:32]([O:5][CH2:4][C@@H:3]([NH2:2])[CH2:6][NH:7][CH2:8][C:9]12[CH2:18][CH:13]3[CH2:12][CH:11]([CH2:17][CH:15]([CH2:14]3)[CH2:16]1)[CH2:10]2)([C:29]([CH3:31])([CH3:30])[CH3:28])([C:39]1[CH:40]=[CH:41][CH:42]=[CH:43][CH:44]=1)[C:33]1[CH:38]=[CH:37][CH:36]=[CH:35][CH:34]=1. (5) Given the reactants [CH:1]1[CH:14]=[C:13]([NH2:15])[C:4]2[CH:5]=[CH:6][CH:7]=[C:8]([S:9]([OH:12])(=[O:11])=[O:10])[C:3]=2[CH:2]=1.C(N(CC)CC)C.[C:23](Cl)(=[O:30])[C:24]1[CH:29]=[CH:28][CH:27]=[CH:26][CH:25]=1, predict the reaction product. The product is: [C:23]([NH:15][C:13]1[CH:14]=[CH:1][CH:2]=[C:3]2[C:4]=1[CH:5]=[CH:6][CH:7]=[C:8]2[S:9]([OH:12])(=[O:10])=[O:11])(=[O:30])[C:24]1[CH:29]=[CH:28][CH:27]=[CH:26][CH:25]=1. (6) Given the reactants C([O:3][C:4]([CH:6]1[CH2:11][CH2:10][CH2:9][N:8]([CH2:12][CH2:13][C:14]2[N:15]=[C:16]([NH:19][C:20]([NH:22][C:23]3[CH:28]=[CH:27][C:26]([CH3:29])=[CH:25][C:24]=3[C:30]([CH:32]3[CH2:36][CH2:35][CH2:34][CH2:33]3)=[O:31])=[O:21])[S:17][CH:18]=2)[CH2:7]1)=[O:5])C, predict the reaction product. The product is: [CH:32]1([C:30]([C:24]2[CH:25]=[C:26]([CH3:29])[CH:27]=[CH:28][C:23]=2[NH:22][C:20](=[O:21])[NH:19][C:16]2[S:17][CH:18]=[C:14]([CH2:13][CH2:12][N:8]3[CH2:9][CH2:10][CH2:11][CH:6]([C:4]([OH:5])=[O:3])[CH2:7]3)[N:15]=2)=[O:31])[CH2:36][CH2:35][CH2:34][CH2:33]1.